From a dataset of Catalyst prediction with 721,799 reactions and 888 catalyst types from USPTO. Predict which catalyst facilitates the given reaction. (1) Reactant: [CH3:1][O:2][C:3]1[S:7][C:6]2=[N:8][C:9]([C:11]3[C:19]4[C:14](=[CH:15][CH:16]=[C:17]([O:20][C:21]([F:24])([F:23])[F:22])[CH:18]=4)[NH:13][C:12]=3[C:25]([O:27]C)=O)=[CH:10][N:5]2[N:4]=1.BrC1SC2=NC([C:38]3[C:46]4[C:41](=[CH:42][CH:43]=[C:44](OC(F)(F)F)[CH:45]=4)NC=3C(OCC)=O)=CN2N=1.C[O-].[Na+].C(Cl)[Cl:61].CO. Product: [Cl:61][C:41]1[CH:42]=[CH:43][CH:44]=[CH:45][C:46]=1[CH2:38][N:13]1[C:14]2[C:19](=[CH:18][C:17]([O:20][C:21]([F:24])([F:22])[F:23])=[CH:16][CH:15]=2)[C:11]([C:9]2[N:8]=[C:6]3[N:5]([CH:10]=2)[N:4]=[C:3]([O:2][CH3:1])[S:7]3)=[C:12]1[CH2:25][OH:27]. The catalyst class is: 5. (2) Reactant: [NH2:1][C:2](=[O:36])[C:3](=[O:35])[CH:4]([NH:13][C:14](=[O:34])[C:15]1[CH:20]=[CH:19][CH:18]=[N:17][C:16]=1[N:21]1[CH:25]=[CH:24][C:23]([C:26]2[CH:31]=[CH:30][C:29]([Cl:32])=[CH:28][C:27]=2[Cl:33])=[N:22]1)[CH2:5][C:6]1[CH:11]=[CH:10][C:9]([F:12])=[CH:8][CH:7]=1.Br[CH2:38][CH2:39][OH:40].N12CCCN=C1CCCCC2.O. Product: [NH2:1][C:2]([C:3]1([CH:4]([NH:13][C:14](=[O:34])[C:15]2[CH:20]=[CH:19][CH:18]=[N:17][C:16]=2[N:21]2[CH:25]=[CH:24][C:23]([C:26]3[CH:31]=[CH:30][C:29]([Cl:32])=[CH:28][C:27]=3[Cl:33])=[N:22]2)[CH2:5][C:6]2[CH:11]=[CH:10][C:9]([F:12])=[CH:8][CH:7]=2)[O:40][CH2:39][CH2:38][O:35]1)=[O:36]. The catalyst class is: 9. (3) The catalyst class is: 7. Reactant: [C:1]([O:5][C:6](=[O:24])[NH:7][CH:8]([C:13]1[CH:18]=[CH:17][C:16]([O:19][C:20]([F:23])([F:22])[F:21])=[CH:15][CH:14]=1)[CH2:9][C:10]([NH2:12])=O)([CH3:4])([CH3:3])[CH3:2].S(Cl)(Cl)=O. Product: [C:1]([O:5][C:6](=[O:24])[NH:7][CH:8]([C:13]1[CH:14]=[CH:15][C:16]([O:19][C:20]([F:22])([F:23])[F:21])=[CH:17][CH:18]=1)[CH2:9][C:10]#[N:12])([CH3:4])([CH3:2])[CH3:3]. (4) Reactant: [CH2:1]([C:3]1[CH:8]=[CH:7][CH:6]=[C:5]([CH2:9][CH3:10])[C:4]=1[C:11]1[N:16]=[C:15]([O:17][CH3:18])[C:14]([C:19](O)([CH2:23][CH2:24][CH3:25])[CH2:20][CH2:21][CH3:22])=[C:13]([CH3:27])[N:12]=1)[CH3:2].O=S(Cl)Cl. Product: [CH2:9]([C:5]1[CH:6]=[CH:7][CH:8]=[C:3]([CH2:1][CH3:2])[C:4]=1[C:11]1[N:16]=[C:15]([O:17][CH3:18])[C:14]([CH:19]([CH2:20][CH2:21][CH3:22])[CH2:23][CH2:24][CH3:25])=[C:13]([CH3:27])[N:12]=1)[CH3:10]. The catalyst class is: 17. (5) Reactant: [CH2:1]([O:3][C:4]([C:6]1[N:7]=[C:8]([C:20]2[CH:25]=[CH:24][CH:23]=[CH:22][CH:21]=2)[C:9]2[C:14]([C:15]=1[O:16]C(=O)C)=[CH:13][CH:12]=[CH:11][CH:10]=2)=[O:5])[CH3:2].CCCCO.OS(O)(=O)=O.C([O-])(O)=O.[Na+]. Product: [CH2:1]([O:3][C:4]([C:6]1[N:7]=[C:8]([C:20]2[CH:25]=[CH:24][CH:23]=[CH:22][CH:21]=2)[C:9]2[C:14]([C:15]=1[OH:16])=[CH:13][CH:12]=[CH:11][CH:10]=2)=[O:5])[CH3:2]. The catalyst class is: 25. (6) Reactant: [H-].[Na+].[NH2:3][C:4]1[N:9]=[CH:8][N:7]=[C:6]([NH:10][C:11]2[CH:12]=[C:13]3[C:17](=[CH:18][CH:19]=2)[NH:16][CH:15]=[CH:14]3)[CH:5]=1.[CH2:20]([NH:22][C:23](=[O:31])OC1C=CC=CC=1)[CH3:21]. Product: [CH2:20]([NH:22][C:23]([N:16]1[C:17]2[C:13](=[CH:12][C:11]([NH:10][C:6]3[CH:5]=[C:4]([NH:3][C:23]([NH:22][CH2:20][CH3:21])=[O:31])[N:9]=[CH:8][N:7]=3)=[CH:19][CH:18]=2)[CH:14]=[CH:15]1)=[O:31])[CH3:21]. The catalyst class is: 9.